Predict the reactants needed to synthesize the given product. From a dataset of Full USPTO retrosynthesis dataset with 1.9M reactions from patents (1976-2016). (1) Given the product [Br:1][C:2]1[CH:3]=[CH:4][C:5]([C:8]([O:11][CH3:14])([CH3:9])[CH3:10])=[N:6][CH:7]=1, predict the reactants needed to synthesize it. The reactants are: [Br:1][C:2]1[CH:3]=[CH:4][C:5]([C:8]([OH:11])([CH3:10])[CH3:9])=[N:6][CH:7]=1.[H-].[Na+].[CH3:14]I. (2) Given the product [N+:25]([C:23]1[S:22][CH:21]=[C:20]([C:18]2[N:3]3[N:4]=[CH:5][C:6]([C:7]([C:9]4[S:10][CH:11]=[CH:12][CH:13]=4)=[O:8])=[C:2]3[N:1]=[CH:16][CH:17]=2)[CH:24]=1)([O-:27])=[O:26], predict the reactants needed to synthesize it. The reactants are: [NH2:1][C:2]1[C:6]([C:7]([C:9]2[S:10][CH:11]=[CH:12][CH:13]=2)=[O:8])=[CH:5][NH:4][N:3]=1.CN(C)[CH:16]=[CH:17][C:18]([C:20]1[CH:24]=[C:23]([N+:25]([O-:27])=[O:26])[S:22][CH:21]=1)=O.C(C1SC=C([N+]([O-])=O)C=1)(=O)C.COC(OC)N(C)C. (3) Given the product [N:42]1([C:24]([C:20]2[CH:19]=[C:18]3[C:23]([C:15]([C:13]4[CH:12]=[CH:11][N:10]=[C:9]([NH:8][CH:6]5[CH2:5][C:4]([CH3:36])([CH3:35])[NH:3][C:2]([CH3:37])([CH3:1])[CH2:7]5)[N:14]=4)=[CH:16][NH:17]3)=[CH:22][CH:21]=2)=[O:25])[CH2:47][CH2:46][O:45][CH2:44][CH2:43]1, predict the reactants needed to synthesize it. The reactants are: [CH3:1][C:2]1([CH3:37])[CH2:7][CH:6]([NH:8][C:9]2[N:14]=[C:13]([C:15]3[C:23]4[C:18](=[CH:19][C:20]([C:24](O)=[O:25])=[CH:21][CH:22]=4)[N:17](COCC[Si](C)(C)C)[CH:16]=3)[CH:12]=[CH:11][N:10]=2)[CH2:5][C:4]([CH3:36])([CH3:35])[NH:3]1.S(Cl)(Cl)=O.[NH:42]1[CH2:47][CH2:46][O:45][CH2:44][CH2:43]1.C(=O)(O)[O-].CCCC[N+](CCCC)(CCCC)CCCC.[F-]. (4) Given the product [CH3:31][C:26]1([CH3:32])[C:27]([CH3:30])([CH3:29])[O:28][B:24]([C:2]2[CH:7]=[CH:6][C:5]([C:8]3[N:9]=[C:10]4[CH:15]=[CH:14][CH:13]=[CH:12][N:11]4[CH:16]=3)=[CH:4][CH:3]=2)[O:25]1, predict the reactants needed to synthesize it. The reactants are: Br[C:2]1[CH:7]=[CH:6][C:5]([C:8]2[N:9]=[C:10]3[CH:15]=[CH:14][CH:13]=[CH:12][N:11]3[CH:16]=2)=[CH:4][CH:3]=1.FC1C=C([B:24]2[O:28][C:27]([CH3:30])([CH3:29])[C:26]([CH3:32])([CH3:31])[O:25]2)C=CC=1NC1OC2C=CC=CC=2N=1. (5) Given the product [Cl:1][C:2]1[CH:3]=[CH:4][C:5]([O:18][CH3:19])=[C:6]([C:8]2[CH:13]=[CH:12][C:11]([CH2:20][NH:22][S:35]([C:29]3[C:30]([CH3:34])=[N:31][N:32]([CH3:33])[C:28]=3[Cl:27])(=[O:37])=[O:36])=[C:10]([O:16][CH3:17])[CH:9]=2)[CH:7]=1, predict the reactants needed to synthesize it. The reactants are: [Cl:1][C:2]1[CH:3]=[CH:4][C:5]([O:18][CH3:19])=[C:6]([C:8]2[CH:13]=[CH:12][C:11](NC)=[C:10]([O:16][CH3:17])[CH:9]=2)[CH:7]=1.[CH2:20]([N:22](CC)CC)C.[Cl:27][C:28]1[N:32]([CH3:33])[N:31]=[C:30]([CH3:34])[C:29]=1[S:35](Cl)(=[O:37])=[O:36]. (6) Given the product [Cl:1][C:2]1[S:6][C:5]([S:7]([N:10]([CH2:20][C:21]2[CH:33]=[CH:32][C:24]([C:25]([O:27][C:28]([CH3:29])([CH3:31])[CH3:30])=[O:26])=[CH:23][CH:22]=2)[CH:11]2[CH2:16][O:15][C:14]([CH3:18])([CH3:17])[O:13][CH2:12]2)(=[O:8])=[O:9])=[CH:4][CH:3]=1, predict the reactants needed to synthesize it. The reactants are: [Cl:1][C:2]1[S:6][C:5]([S:7]([NH:10][CH:11]2[CH2:16][O:15][C:14]([CH3:18])([CH3:17])[O:13][CH2:12]2)(=[O:9])=[O:8])=[CH:4][CH:3]=1.Br[CH2:20][C:21]1[CH:33]=[CH:32][C:24]([C:25]([O:27][C:28]([CH3:31])([CH3:30])[CH3:29])=[O:26])=[CH:23][CH:22]=1.C([O-])([O-])=O.[Cs+].[Cs+]. (7) The reactants are: [C:1]([O:5][C:6]([N:8]1[CH2:13][CH2:12][CH2:11][CH2:10][C@H:9]1[C:14]([OH:16])=O)=[O:7])([CH3:4])([CH3:3])[CH3:2].[NH2:17][C@H:18]([C:35]#[N:36])[CH2:19][C:20]1[CH:25]=[CH:24][C:23]([C:26]2[CH:31]=[CH:30][C:29]([C:32]#[N:33])=[C:28]([F:34])[CH:27]=2)=[CH:22][CH:21]=1.C(N(CC)CC)C.O. Given the product [C:35]([C@@H:18]([NH:17][C:14]([C@@H:9]1[CH2:10][CH2:11][CH2:12][CH2:13][N:8]1[C:6]([O:5][C:1]([CH3:2])([CH3:3])[CH3:4])=[O:7])=[O:16])[CH2:19][C:20]1[CH:25]=[CH:24][C:23]([C:26]2[CH:31]=[CH:30][C:29]([C:32]#[N:33])=[C:28]([F:34])[CH:27]=2)=[CH:22][CH:21]=1)#[N:36], predict the reactants needed to synthesize it. (8) The reactants are: I[C:2]1[N:3]=[CH:4][N:5]2[CH2:10][CH2:9][N:8]([C:11]([O:13][C:14]([CH3:17])([CH3:16])[CH3:15])=[O:12])[CH2:7][C:6]=12.[F:18][C:19]1[CH:24]=[CH:23][C:22](B(O)O)=[CH:21][CH:20]=1.C([O-])([O-])=O.[K+].[K+]. Given the product [F:18][C:19]1[CH:24]=[CH:23][C:22]([C:2]2[N:3]=[CH:4][N:5]3[CH2:10][CH2:9][N:8]([C:11]([O:13][C:14]([CH3:17])([CH3:16])[CH3:15])=[O:12])[CH2:7][C:6]=23)=[CH:21][CH:20]=1, predict the reactants needed to synthesize it. (9) Given the product [OH:15][CH2:14][CH2:13][O:12][CH2:11][C:10]([NH:9][N:8]([C:18]1[CH:19]=[CH:20][CH:21]=[CH:22][CH:23]=1)[C:6]([O:5][C:1]([CH3:3])([CH3:4])[CH3:2])=[O:7])=[O:17], predict the reactants needed to synthesize it. The reactants are: [C:1]([O:5][C:6]([N:8]([C:18]1[CH:23]=[CH:22][CH:21]=[CH:20][CH:19]=1)[NH:9][C:10](=[O:17])[CH2:11][O:12][CH2:13][C:14](O)=[O:15])=[O:7])([CH3:4])([CH3:3])[CH3:2].C(N(CC)CC)C.C(Cl)(=O)OCC(C)C.N(CC)(CC)CC.Cl.[BH4-].[Na+].